This data is from Full USPTO retrosynthesis dataset with 1.9M reactions from patents (1976-2016). The task is: Predict the reactants needed to synthesize the given product. (1) Given the product [CH2:1]([O:8][C:9](=[O:32])[CH2:10][C@@H:11]([N:24]1[CH:25]=[CH:40][C:39]([C:36]2[CH:37]=[CH:38][C:33]([C:48]3[CH:53]=[CH:52][CH:51]=[CH:50][CH:49]=3)=[CH:34][CH:35]=2)=[CH:43]1)[C:12]([NH:14][C@@H:15]([CH2:18][C:19]1[N:20]=[CH:21][NH:22][CH:23]=1)[CH2:16][OH:17])=[O:13])[C:2]1[CH:3]=[CH:4][CH:5]=[CH:6][CH:7]=1, predict the reactants needed to synthesize it. The reactants are: [CH2:1]([O:8][C:9](=[O:32])[CH2:10][C@@H:11]([NH:24][C:25](OC(C)(C)C)=O)[C:12]([NH:14][C@@H:15]([CH2:18][C:19]1[N:20]=[CH:21][NH:22][CH:23]=1)[CH2:16][OH:17])=[O:13])[C:2]1[CH:7]=[CH:6][CH:5]=[CH:4][CH:3]=1.[C:33]1([C:48]2[CH:53]=[CH:52][CH:51]=[CH:50][CH:49]=2)[CH:38]=[CH:37][C:36]([CH:39]2[CH2:43]C(OC)O[CH:40]2OC)=[CH:35][CH:34]=1.FC(F)(F)C(O)=O. (2) Given the product [C:1]([C:5]1[CH:6]=[CH:7][C:8]([O:11][CH3:12])=[C:9]([I:13])[CH:10]=1)([CH3:4])([CH3:2])[CH3:3], predict the reactants needed to synthesize it. The reactants are: [C:1]([C:5]1[CH:10]=[CH:9][C:8]([O:11][CH3:12])=[CH:7][CH:6]=1)([CH3:4])([CH3:3])[CH3:2].[I:13]I. (3) The reactants are: CON(C)[C:4](=[O:9])[CH2:5][CH:6]([CH3:8])[CH3:7].[CH3:11][C:12]1[CH:13]=[C:14]([CH:18]=[CH:19][CH:20]=1)[CH2:15][Mg]Cl. Given the product [CH3:7][CH:6]([CH3:8])[CH2:5][C:4](=[O:9])[CH2:11][C:12]1[CH:13]=[C:14]([CH3:15])[CH:18]=[CH:19][CH:20]=1, predict the reactants needed to synthesize it. (4) Given the product [C:22]([O:21][C:19]([NH:18][C:15]1[N:16]=[CH:17][C:12]([C:10]2[N:9]([C:26]3[N:27]=[N:28][C:29]([O:32][CH3:33])=[CH:30][CH:31]=3)[N:8]=[C:7]([C:5]([OH:6])=[O:4])[CH:11]=2)=[N:13][CH:14]=1)=[O:20])([CH3:25])([CH3:23])[CH3:24], predict the reactants needed to synthesize it. The reactants are: [OH-].[Na+].C[O:4][C:5]([C:7]1[CH:11]=[C:10]([C:12]2[CH:17]=[N:16][C:15]([NH:18][C:19]([O:21][C:22]([CH3:25])([CH3:24])[CH3:23])=[O:20])=[CH:14][N:13]=2)[N:9]([C:26]2[N:27]=[N:28][C:29]([O:32][CH3:33])=[CH:30][CH:31]=2)[N:8]=1)=[O:6].Cl.O. (5) Given the product [OH:34][C:30]1[C:31]2[C:26](=[CH:25][C:24]([O:23][CH2:22][C:16]3[CH:17]=[CH:18][CH:19]=[CH:20][CH:21]=3)=[CH:33][CH:32]=2)[CH:27]=[CH:28][C:29]=1[C:8]1[CH:13]=[CH:12][C:11]([O:14][CH3:15])=[CH:10][CH:9]=1, predict the reactants needed to synthesize it. The reactants are: CC(C)([O-])C.[Na+].Br[C:8]1[CH:13]=[CH:12][C:11]([O:14][CH3:15])=[CH:10][CH:9]=1.[C:16]1([CH2:22][O:23][C:24]2[CH:25]=[C:26]3[C:31](=[CH:32][CH:33]=2)[C:30](=[O:34])[CH2:29][CH2:28][CH2:27]3)[CH:21]=[CH:20][CH:19]=[CH:18][CH:17]=1.